This data is from Reaction yield outcomes from USPTO patents with 853,638 reactions. The task is: Predict the reaction yield, written as a fraction of the theoretical maximum amount of product (1.0 means a 100% yield; for example, 0.34 means a 34% yield). (1) The reactants are CC1(C)C(C)(C)OB([C:9]2[CH:14]=[CH:13][N:12]=[C:11]([NH:15][C:16](=[O:18])[CH3:17])[CH:10]=2)O1.[NH2:20][C:21]1[N:31]=[CH:30][C:29](Br)=[CH:28][C:22]=1[C:23]([N:25]([CH3:27])[CH3:26])=[O:24].O1CCOCC1.C(=O)([O-])[O-].[K+].[K+]. The catalyst is C1C=CC(P(C2C=CC=CC=2)[C-]2C=CC=C2)=CC=1.C1C=CC(P(C2C=CC=CC=2)[C-]2C=CC=C2)=CC=1.Cl[Pd]Cl.[Fe+2]. The product is [C:16]([NH:15][C:11]1[CH:10]=[C:9]([C:29]2[CH:30]=[N:31][C:21]([NH2:20])=[C:22]([C:23]([N:25]([CH3:26])[CH3:27])=[O:24])[CH:28]=2)[CH:14]=[CH:13][N:12]=1)(=[O:18])[CH3:17]. The yield is 0.532. (2) The reactants are [CH2:1]([O:4][C:5](=[O:15])[NH:6][C:7]1[CH:12]=[CH:11][C:10]([NH2:13])=[CH:9][C:8]=1[CH3:14])[CH2:2][CH3:3].[CH3:16][N:17]([CH3:30])[C:18]1[CH:29]=[CH:28][C:21]2[S:22][C:23]([CH:26]=O)=[C:24]([CH3:25])[C:20]=2[CH:19]=1.C([BH3-])#N.[Na+].C(O)(=O)C. The catalyst is C(#N)C.CO. The product is [CH2:1]([O:4][C:5](=[O:15])[NH:6][C:7]1[CH:12]=[CH:11][C:10]([NH:13][CH2:26][C:23]2[S:22][C:21]3[CH:28]=[CH:29][C:18]([N:17]([CH3:16])[CH3:30])=[CH:19][C:20]=3[C:24]=2[CH3:25])=[CH:9][C:8]=1[CH3:14])[CH2:2][CH3:3]. The yield is 0.770. (3) The reactants are [NH2:1][C:2]1[CH:7]=[CH:6][C:5]([Br:8])=[CH:4][C:3]=1[NH:9][CH2:10][C:11]1([C:14]([O:16]CC)=O)[CH2:13][CH2:12]1. The catalyst is C1(C)C=CC=CC=1.O.C(O[Ti](OC(C)C)(OC(C)C)OC(C)C)(C)C. The product is [Br:8][C:5]1[CH:6]=[CH:7][C:2]2[NH:1][C:14](=[O:16])[C:11]3([CH2:10][NH:9][C:3]=2[CH:4]=1)[CH2:13][CH2:12]3. The yield is 0.750. (4) The reactants are [F:1][C:2]1[CH:33]=[CH:32][C:5]([NH:6][C:7]([NH:9][C:10]2[CH:31]=[CH:30][C:13]([O:14][C:15]3[C:24]4[C:19](=[CH:20][C:21]([O:28][CH3:29])=[C:22]([C:25]([OH:27])=[O:26])[CH:23]=4)[N:18]=[CH:17][CH:16]=3)=[CH:12][CH:11]=2)=[O:8])=[CH:4][CH:3]=1.Cl.C(N=C=N[CH2:40][CH2:41][CH2:42]N(C)C)C.O.ON1C2C=CC=CC=2N=N1.C(N(CC)CC)C. The catalyst is CN(C)C=O.C(OCC)(=O)C.CC(O)C. The product is [F:1][C:2]1[CH:3]=[CH:4][C:5]([NH:6][C:7]([NH:9][C:10]2[CH:31]=[CH:30][C:13]([O:14][C:15]3[C:24]4[C:19](=[CH:20][C:21]([O:28][CH3:29])=[C:22]([C:25]([O:27][CH:41]([CH3:42])[CH3:40])=[O:26])[CH:23]=4)[N:18]=[CH:17][CH:16]=3)=[CH:12][CH:11]=2)=[O:8])=[CH:32][CH:33]=1. The yield is 0.160. (5) The reactants are Cl[C:2]1[N:3]=[C:4]([C:15]2[CH:16]=[N:17][CH:18]=[CH:19][CH:20]=2)[C:5]([C:8]2[CH:13]=[CH:12][N:11]=[CH:10][C:9]=2[F:14])=[N:6][CH:7]=1.Cl.[F:22][C:23]([F:28])([F:27])[CH:24]([NH2:26])[CH3:25].C(=O)([O-])[O-].[Cs+].[Cs+].C1C=CC(P(C2C(C3C(P(C4C=CC=CC=4)C4C=CC=CC=4)=CC=C4C=3C=CC=C4)=C3C(C=CC=C3)=CC=2)C2C=CC=CC=2)=CC=1. The catalyst is C([O-])(=O)C.[Pd+2].C([O-])(=O)C.C1(C)C=CC=CC=1. The product is [F:14][C:9]1[CH:10]=[N:11][CH:12]=[CH:13][C:8]=1[C:5]1[N:6]=[CH:7][C:2]([NH:26][CH:24]([CH3:25])[C:23]([F:28])([F:27])[F:22])=[N:3][C:4]=1[C:15]1[CH:16]=[N:17][CH:18]=[CH:19][CH:20]=1. The yield is 0.170.